This data is from Catalyst prediction with 721,799 reactions and 888 catalyst types from USPTO. The task is: Predict which catalyst facilitates the given reaction. (1) Reactant: [SH3+].[Br-].[F:3][C:4]1[CH:15]=[CH:14][CH:13]=[CH:12][C:5]=1[CH2:6][S+]1CCCC1.[C:16]([O:26][CH2:27][CH3:28])(=[O:25])[CH:17]=[CH:18][C:19]1[CH:24]=[CH:23][CH:22]=[CH:21][CH:20]=1.C1OCCOCCOCCOC1.[Li+].C[Si]([N-][Si](C)(C)C)(C)C. Product: [CH2:27]([O:26][C:16]([C@H:17]1[C@H:18]([C:19]2[CH:24]=[CH:23][CH:22]=[CH:21][CH:20]=2)[C@H:6]1[C:5]1[CH:12]=[CH:13][CH:14]=[CH:15][C:4]=1[F:3])=[O:25])[CH3:28]. The catalyst class is: 2. (2) Reactant: [C:1](Cl)(=[O:5])[C:2](Cl)=[O:3].ClCC(O[CH2:12][C:13]1[C:18]([Cl:19])=[CH:17][CH:16]=[CH:15][CH:14]=1)O.C(N(CC)CC)C.[N+:27]([CH2:30][CH2:31][C:32]([O:34][C:35]([CH3:38])([CH3:37])[CH3:36])=[O:33])([O-:29])=[O:28].C(Cl)[Cl:40]. Product: [Cl:19][C:18]1[CH:17]=[CH:16][CH:15]=[C:14]([Cl:40])[C:13]=1[CH2:12][O:3][CH2:2][CH:1]([OH:5])[CH:30]([N+:27]([O-:29])=[O:28])[CH2:31][C:32]([O:34][C:35]([CH3:38])([CH3:37])[CH3:36])=[O:33]. The catalyst class is: 16.